Dataset: Full USPTO retrosynthesis dataset with 1.9M reactions from patents (1976-2016). Task: Predict the reactants needed to synthesize the given product. (1) Given the product [CH2:1]([N:8]1[CH2:13][CH2:12][C:11]2([N:16]=[C:17]([C:18]3[CH:19]=[CH:20][C:21]([O:24][CH2:25][CH2:26][CH2:27][N:28]4[CH2:32][CH2:31][CH2:30][CH:29]4[CH3:33])=[CH:22][CH:23]=3)[O:15][CH2:14]2)[CH2:10][CH2:9]1)[C:2]1[CH:3]=[CH:4][CH:5]=[CH:6][CH:7]=1, predict the reactants needed to synthesize it. The reactants are: [CH2:1]([N:8]1[CH2:13][CH2:12][C:11]([NH:16][C:17](=O)[C:18]2[CH:23]=[CH:22][C:21]([O:24][CH2:25][CH2:26][CH2:27][N:28]3[CH2:32][CH2:31][CH2:30][CH:29]3[CH3:33])=[CH:20][CH:19]=2)([CH2:14][OH:15])[CH2:10][CH2:9]1)[C:2]1[CH:7]=[CH:6][CH:5]=[CH:4][CH:3]=1.C(N(S(F)(F)F)CC)C.C(=O)([O-])[O-].[K+].[K+]. (2) Given the product [Cl:3][C:19]([C:21]1[CH:26]=[CH:25][C:24]([Cl:27])=[CH:23][C:22]=1[Cl:28])=[C:18]([C:15]1[CH:16]=[CH:17][C:12]([Cl:11])=[CH:13][CH:14]=1)[CH:9]=[O:10], predict the reactants needed to synthesize it. The reactants are: O=P(Cl)(Cl)[Cl:3].CN([CH:9]=[O:10])C.[Cl:11][C:12]1[CH:17]=[CH:16][C:15]([CH2:18][C:19]([C:21]2[CH:26]=[CH:25][C:24]([Cl:27])=[CH:23][C:22]=2[Cl:28])=O)=[CH:14][CH:13]=1. (3) The reactants are: [H-].[Na+].[F:3][C:4]([F:8])([F:7])[CH2:5][OH:6].Cl[C:10]1[N:20]=[C:19]([C:21]([F:24])([F:23])[F:22])[CH:18]=[C:17]([CH3:25])[C:11]=1[C:12]([O:14][CH2:15][CH3:16])=[O:13]. Given the product [CH3:25][C:17]1[C:11]([C:12]([O:14][CH2:15][CH3:16])=[O:13])=[C:10]([O:6][CH2:5][C:4]([F:8])([F:7])[F:3])[N:20]=[C:19]([C:21]([F:24])([F:23])[F:22])[CH:18]=1, predict the reactants needed to synthesize it. (4) Given the product [CH2:1]([O:3][C:4](=[O:27])[CH:5]([O:23][CH:24]([CH3:26])[CH3:25])[CH2:6][C:7]1[CH:8]=[C:9]([CH2:14][NH:15][C:16]([O:18][C:19]([CH3:20])([CH3:21])[CH3:22])=[O:17])[C:10]([OH:13])=[C:11]([Br:28])[CH:12]=1)[CH3:2], predict the reactants needed to synthesize it. The reactants are: [CH2:1]([O:3][C:4](=[O:27])[CH:5]([O:23][CH:24]([CH3:26])[CH3:25])[CH2:6][C:7]1[CH:12]=[CH:11][C:10]([OH:13])=[C:9]([CH2:14][NH:15][C:16]([O:18][C:19]([CH3:22])([CH3:21])[CH3:20])=[O:17])[CH:8]=1)[CH3:2].[Br:28]N1C(=O)CCC1=O. (5) Given the product [CH2:28]([O:27][C:20]1[CH:19]=[C:18]([C:16](=[O:17])[CH2:15][CH2:14][C:13]([NH:12][C:10]2[S:11][C:7]([CH2:6][C:5]3[CH:37]=[CH:38][C:2](/[CH:67]=[CH:66]/[C:65]([O:69][CH2:70][CH3:71])=[O:68])=[CH:3][CH:4]=3)=[C:8]([C:31]3[CH:36]=[CH:35][CH:34]=[CH:33][CH:32]=3)[CH:9]=2)=[O:30])[CH:23]=[CH:22][C:21]=1[O:24][CH2:25][CH3:26])[CH3:29], predict the reactants needed to synthesize it. The reactants are: Br[C:2]1[CH:38]=[CH:37][C:5]([CH2:6][C:7]2[S:11][C:10]([NH:12][C:13](=[O:30])[CH2:14][CH2:15][C:16]([C:18]3[CH:23]=[CH:22][C:21]([O:24][CH2:25][CH3:26])=[C:20]([O:27][CH2:28][CH3:29])[CH:19]=3)=[O:17])=[CH:9][C:8]=2[C:31]2[CH:36]=[CH:35][CH:34]=[CH:33][CH:32]=2)=[CH:4][CH:3]=1.C1(P(C2C=CC=CC=2)C2C=CC=CC=2)C=CC=CC=1.C(N(CC)CC)C.[C:65]([O:69][CH2:70][CH3:71])(=[O:68])[CH:66]=[CH2:67]. (6) Given the product [Br:1][C:2]1[CH:3]=[N:4][N:5]2[CH:10]=[CH:9][C:8]([CH:11]([N:15]([CH3:14])[C:16]3[CH:21]=[CH:20][C:19]([CH3:22])=[CH:18][N:17]=3)[CH3:12])=[CH:7][C:6]=12, predict the reactants needed to synthesize it. The reactants are: [Br:1][C:2]1[CH:3]=[N:4][N:5]2[CH:10]=[CH:9][C:8]([CH:11](Br)[CH3:12])=[CH:7][C:6]=12.[CH3:14][NH:15][C:16]1[CH:21]=[CH:20][C:19]([CH3:22])=[CH:18][N:17]=1.C([O-])([O-])=O.[K+].[K+].O. (7) Given the product [CH2:1]([O:8][CH2:9][N:10]1[C:14]([N:35]([CH2:34][C:33]2[CH:44]=[C:29]([O:28][CH2:26][CH3:27])[CH:30]=[C:31]([O:46][CH:47]([CH3:49])[CH3:48])[C:32]=2[F:45])[C:36]2[CH:43]=[CH:42][C:39]([C:40]#[N:41])=[CH:38][CH:37]=2)=[CH:13][N:12]=[C:11]1[C:15]1[CH:20]=[CH:19][CH:18]=[CH:17][CH:16]=1)[C:2]1[CH:3]=[CH:4][CH:5]=[CH:6][CH:7]=1, predict the reactants needed to synthesize it. The reactants are: [CH2:1]([O:8][CH2:9][N:10]1[CH:14]=[CH:13][N:12]=[C:11]1[C:15]1[CH:20]=[CH:19][CH:18]=[CH:17][CH:16]=1)[C:2]1[CH:7]=[CH:6][CH:5]=[CH:4][CH:3]=1.[Li]C(CC)C.[CH2:26]([O:28][C:29]1[CH:30]=[C:31]([O:46][CH:47]([CH3:49])[CH3:48])[C:32]([F:45])=[C:33]([CH:44]=1)/[CH:34]=[N:35]/[C:36]1[CH:43]=[CH:42][C:39]([C:40]#[N:41])=[CH:38][CH:37]=1)[CH3:27].